From a dataset of Forward reaction prediction with 1.9M reactions from USPTO patents (1976-2016). Predict the product of the given reaction. Given the reactants [Cl:1][CH2:2][CH2:3][O:4][CH3:5].[CH3:6][N:7]([CH3:9])[CH3:8], predict the reaction product. The product is: [Cl-:1].[CH3:5][O:4][CH2:3][CH2:2][N+:7]([CH3:9])([CH3:8])[CH3:6].